Dataset: Forward reaction prediction with 1.9M reactions from USPTO patents (1976-2016). Task: Predict the product of the given reaction. (1) Given the reactants [Cl:1][C:2]1[CH:21]=[CH:20][C:5]([CH2:6][S:7][C:8]2[O:12][C:11]([C:13]3[CH:18]=[CH:17][N:16]=[C:15]([NH2:19])[CH:14]=3)=[N:10][N:9]=2)=[CH:4][CH:3]=1.[CH2:22]([N:29]=[C:30]=[O:31])[C:23]1[CH:28]=[CH:27][CH:26]=[CH:25][CH:24]=1, predict the reaction product. The product is: [CH2:22]([NH:29][C:30]([NH:19][C:15]1[CH:14]=[C:13]([C:11]2[O:12][C:8]([S:7][CH2:6][C:5]3[CH:20]=[CH:21][C:2]([Cl:1])=[CH:3][CH:4]=3)=[N:9][N:10]=2)[CH:18]=[CH:17][N:16]=1)=[O:31])[C:23]1[CH:28]=[CH:27][CH:26]=[CH:25][CH:24]=1. (2) Given the reactants Cl.[NH2:2][C:3]1[CH:8]=[CH:7][C:6]([N:9]([CH2:13][CH3:14])[CH:10]([CH3:12])[CH3:11])=[CH:5][CH:4]=1.[OH:15][CH2:16][CH2:17][NH:18][C:19]1[CH:20]=[C:21]([OH:25])[CH:22]=[CH:23][CH:24]=1.[NH3:26].OO, predict the reaction product. The product is: [CH2:13]([N:9]([CH:10]([CH3:11])[CH3:12])[C:6]1[CH:5]=[CH:4][C:3]([NH:2][C:22]2[C:21](=[O:25])[CH:20]=[C:19]([NH:18][CH2:17][CH2:16][OH:15])[C:24](=[N:26][C:3]3[CH:8]=[CH:7][C:6]([N:9]([CH2:13][CH3:14])[CH:10]([CH3:11])[CH3:12])=[CH:5][CH:4]=3)[CH:23]=2)=[CH:8][CH:7]=1)[CH3:14]. (3) Given the reactants C([O:3][C:4](=[O:42])[CH:5]([C:10]1[CH:11]=[C:12]([C:32]2[CH:37]=[CH:36][C:35]([C:38]([F:41])([F:40])[F:39])=[CH:34][CH:33]=2)[CH:13]=[C:14]([CH:16]2[CH2:21][CH2:20][N:19]([C:22]3[CH:27]=[CH:26][C:25]([C:28]([F:31])([F:30])[F:29])=[CH:24][CH:23]=3)[CH2:18][CH2:17]2)[CH:15]=1)[CH2:6][CH:7]([CH3:9])[CH3:8])C.[OH-].[Na+], predict the reaction product. The product is: [CH3:8][CH:7]([CH3:9])[CH2:6][CH:5]([C:10]1[CH:11]=[C:12]([C:32]2[CH:37]=[CH:36][C:35]([C:38]([F:41])([F:39])[F:40])=[CH:34][CH:33]=2)[CH:13]=[C:14]([CH:16]2[CH2:17][CH2:18][N:19]([C:22]3[CH:27]=[CH:26][C:25]([C:28]([F:30])([F:29])[F:31])=[CH:24][CH:23]=3)[CH2:20][CH2:21]2)[CH:15]=1)[C:4]([OH:42])=[O:3]. (4) Given the reactants [N:1]1[CH:6]=[CH:5][CH:4]=[C:3]([OH:7])[CH:2]=1.[H-].[Na+].Br[C:11]1[C:12](N)=[N:13][CH:14]=[C:15]([Br:17])[N:16]=1.C[N:20](C=O)C, predict the reaction product. The product is: [Br:17][C:15]1[N:16]=[C:11]([NH2:20])[C:12]([O:7][C:3]2[CH:2]=[N:1][CH:6]=[CH:5][CH:4]=2)=[N:13][CH:14]=1. (5) Given the reactants [Cl:1][C:2]1[CH:7]=[CH:6][C:5]([S:8][C:9]2[CH:14]=[CH:13][CH:12]=[CH:11][C:10]=2[CH:15]=[CH:16][C:17]([OH:19])=O)=[CH:4][CH:3]=1.C(Cl)(=O)C(Cl)=O.[NH:26]1[CH2:30][CH2:29][CH2:28][C:27]1=[O:31].C(N(CC)CC)C.Cl, predict the reaction product. The product is: [Cl:1][C:2]1[CH:3]=[CH:4][C:5]([S:8][C:9]2[CH:14]=[CH:13][CH:12]=[CH:11][C:10]=2[CH:15]=[CH:16][C:17]([N:26]2[CH2:30][CH2:29][CH2:28][C:27]2=[O:31])=[O:19])=[CH:6][CH:7]=1. (6) Given the reactants [Cl:1][C:2]1[CH:3]=[C:4]([C:8]2[N:9]=[C:10]([N:16]3[C:20]4[CH:21]=[C:22]([O:27][CH2:28]CO)[C:23]([O:25][CH3:26])=[CH:24][C:19]=4[N:18]=[CH:17]3)[S:11][C:12]=2[C:13]([NH2:15])=[O:14])[CH:5]=[CH:6][CH:7]=1.[CH2:31]([N:33]([CH:37]([CH3:39])C)[CH:34](C)C)[CH3:32].CS(Cl)(=O)=[O:42].[Cl-].[NH4+], predict the reaction product. The product is: [Cl:1][C:2]1[CH:3]=[C:4]([C:8]2[N:9]=[C:10]([N:16]3[C:20]4[CH:21]=[C:22]([O:27][CH2:28][CH2:34][N:33]5[CH2:37][CH2:39][O:42][CH2:32][CH2:31]5)[C:23]([O:25][CH3:26])=[CH:24][C:19]=4[N:18]=[CH:17]3)[S:11][C:12]=2[C:13]([NH2:15])=[O:14])[CH:5]=[CH:6][CH:7]=1.